From a dataset of Reaction yield outcomes from USPTO patents with 853,638 reactions. Predict the reaction yield, written as a fraction of the theoretical maximum amount of product (1.0 means a 100% yield; for example, 0.34 means a 34% yield). The yield is 0.400. The product is [Cl:10][C:11]1[CH:12]=[C:13]([CH:17]=[CH:18][C:19]=1[Cl:20])[C:14]([NH:6][NH:5][C:7](=[NH:8])[NH2:9])=[O:15]. The catalyst is N1C=CC=CC=1.O. The reactants are C(=O)(O)O.[NH:5]([C:7](=[NH:9])[NH2:8])[NH2:6].[Cl:10][C:11]1[CH:12]=[C:13]([CH:17]=[CH:18][C:19]=1[Cl:20])[C:14](Cl)=[O:15].[OH-].[Na+].